Dataset: Full USPTO retrosynthesis dataset with 1.9M reactions from patents (1976-2016). Task: Predict the reactants needed to synthesize the given product. Given the product [F:1][C:2]1[CH:3]=[CH:4][C:5](/[CH:6]=[CH:7]/[C:8]([N:41]2[CH2:42][CH2:43][N:38]([CH:35]([CH3:37])[CH3:36])[CH2:39][CH2:40]2)=[O:10])=[CH:11][CH:12]=1, predict the reactants needed to synthesize it. The reactants are: [F:1][C:2]1[CH:12]=[CH:11][C:5](/[CH:6]=[CH:7]/[C:8]([OH:10])=O)=[CH:4][CH:3]=1.CN(C(ON1N=NC2C=CC=CC1=2)=[N+](C)C)C.[B-](F)(F)(F)F.[CH:35]([N:38]1[CH2:43][CH2:42][NH:41][CH2:40][CH2:39]1)([CH3:37])[CH3:36].